From a dataset of Peptide-MHC class II binding affinity with 134,281 pairs from IEDB. Regression. Given a peptide amino acid sequence and an MHC pseudo amino acid sequence, predict their binding affinity value. This is MHC class II binding data. (1) The peptide sequence is AAVELARALVRAVAE. The MHC is HLA-DPA10201-DPB10101 with pseudo-sequence HLA-DPA10201-DPB10101. The binding affinity (normalized) is 0.437. (2) The binding affinity (normalized) is 0.296. The MHC is DRB1_1501 with pseudo-sequence DRB1_1501. The peptide sequence is LTHMMIWHSNLNDAT. (3) The peptide sequence is HKGIGQGQMVHQAIS. The MHC is H-2-IAb with pseudo-sequence H-2-IAb. The binding affinity (normalized) is 0.